From a dataset of Full USPTO retrosynthesis dataset with 1.9M reactions from patents (1976-2016). Predict the reactants needed to synthesize the given product. The reactants are: N1(C(N)=O)CCOCC1.[F:10][C:11]1[CH:16]=[CH:15][C:14]([C:17]2[CH:18]=[C:19]([C:23](O)=[O:24])[CH:20]=[N:21][CH:22]=2)=[CH:13][CH:12]=1.S(=O)(=O)(O)O. Given the product [F:10][C:11]1[CH:12]=[CH:13][C:14]([C:17]2[CH:18]=[C:19]([CH:23]=[O:24])[CH:20]=[N:21][CH:22]=2)=[CH:15][CH:16]=1, predict the reactants needed to synthesize it.